Dataset: Forward reaction prediction with 1.9M reactions from USPTO patents (1976-2016). Task: Predict the product of the given reaction. (1) Given the reactants [N:1]([CH2:4][C:5]1[CH:22]=[CH:21][C:20]([Cl:23])=[CH:19][C:6]=1[O:7][CH2:8][C:9]1[CH:18]=[CH:17][C:12]([C:13]([O:15][CH3:16])=[O:14])=[CH:11][CH:10]=1)=[N+]=[N-].C1(P(C2C=CC=CC=2)C2C=CC=CC=2)C=CC=CC=1.O, predict the reaction product. The product is: [NH2:1][CH2:4][C:5]1[CH:22]=[CH:21][C:20]([Cl:23])=[CH:19][C:6]=1[O:7][CH2:8][C:9]1[CH:18]=[CH:17][C:12]([C:13]([O:15][CH3:16])=[O:14])=[CH:11][CH:10]=1. (2) Given the reactants [NH2:1][C:2]1[NH:7][C:6](=[O:8])[C:5]([CH2:9][NH:10][C:11]([C@H:13]2[CH2:18][CH2:17][C@H:16]([C:19]([O:21][CH3:22])=[O:20])[CH2:15][CH2:14]2)=O)=[N:4][N:3]=1.O=P(Cl)(Cl)Cl, predict the reaction product. The product is: [NH2:1][C:2]1[NH:7][C:6](=[O:8])[C:5]2=[CH:9][N:10]=[C:11]([C@H:13]3[CH2:18][CH2:17][C@H:16]([C:19]([O:21][CH3:22])=[O:20])[CH2:15][CH2:14]3)[N:4]2[N:3]=1. (3) The product is: [NH2:29][CH:21]([C:3]1[C:2]([F:1])=[C:7]([C:6]([F:20])=[CH:5][CH:4]=1)[O:8][C:9]1[CH:10]=[C:11]([NH:15][S:16]([CH3:19])(=[O:18])=[O:17])[CH:12]=[CH:13][CH:14]=1)[CH2:22][C:23]1[CH:24]=[CH:25][N:26]=[CH:27][CH:28]=1. Given the reactants [F:1][C:2]1[C:7]([O:8][C:9]2[CH:14]=[CH:13][CH:12]=[C:11]([NH:15][S:16]([CH3:19])(=[O:18])=[O:17])[CH:10]=2)=[C:6]([F:20])[CH:5]=[CH:4][C:3]=1[CH:21]([NH:29][S@](C(C)(C)C)=O)[CH2:22][C:23]1[CH:28]=[CH:27][N:26]=[CH:25][CH:24]=1.Cl, predict the reaction product. (4) Given the reactants [CH3:1][N:2]([CH3:32])[C:3]([C:5]1[N:26]([CH:27]2[CH2:31][CH2:30][CH2:29][CH2:28]2)[C:8]2[N:9]=[C:10]([NH:13][C:14]3[N:15]=[N:16][C:17]([N:20]4[CH2:25][CH2:24][NH:23][CH2:22][CH2:21]4)=[CH:18][CH:19]=3)[N:11]=[CH:12][C:7]=2[CH:6]=1)=[O:4].Br[CH2:34][CH2:35][OH:36], predict the reaction product. The product is: [CH3:1][N:2]([CH3:32])[C:3]([C:5]1[N:26]([CH:27]2[CH2:31][CH2:30][CH2:29][CH2:28]2)[C:8]2[N:9]=[C:10]([NH:13][C:14]3[N:15]=[N:16][C:17]([N:20]4[CH2:21][CH2:22][N:23]([CH2:34][CH2:35][OH:36])[CH2:24][CH2:25]4)=[CH:18][CH:19]=3)[N:11]=[CH:12][C:7]=2[CH:6]=1)=[O:4]. (5) Given the reactants [C:1]([O:4][C:5]1[C:6](=[CH:10][CH:11]=[CH:12][CH:13]=1)[C:7]([OH:9])=[O:8])(=[O:3])[CH3:2].OC1C2N=NNC=2C=CC=1.C1CCC(N=C=NC2CCCCC2)CC1.O[C:40]1[CH:48]=[CH:47][C:43]([C:44]([NH2:46])=[O:45])=[CH:42][CH:41]=1, predict the reaction product. The product is: [C:1]([O:4][C:5]1[CH:13]=[CH:12][CH:11]=[CH:10][C:6]=1[C:7]([O:9][C:40]1[CH:48]=[CH:47][C:43]([C:44](=[O:45])[NH2:46])=[CH:42][CH:41]=1)=[O:8])(=[O:3])[CH3:2]. (6) Given the reactants Br[CH2:2][CH2:3][O:4][C:5]1[CH:10]=[CH:9][C:8]([B:11]2[O:15][C:14]([CH3:17])([CH3:16])[C:13]([CH3:19])([CH3:18])[O:12]2)=[CH:7][CH:6]=1.C([O-])([O-])=O.[K+].[K+].[N:26]1[NH:27][N:28]=[CH:29][CH:30]=1, predict the reaction product. The product is: [CH3:18][C:13]1([CH3:19])[C:14]([CH3:17])([CH3:16])[O:15][B:11]([C:8]2[CH:9]=[CH:10][C:5]([O:4][CH2:3][CH2:2][N:27]3[N:28]=[CH:29][CH:30]=[N:26]3)=[CH:6][CH:7]=2)[O:12]1. (7) Given the reactants C1(S([N:10]2[C:18]3[C:13](=[CH:14][C:15]([C:19]4[N:20]=[C:21]([I:25])[S:22][C:23]=4[CH3:24])=[CH:16][CH:17]=3)[CH:12]=[C:11]2[C:26]2[C:31]([F:32])=[CH:30][CH:29]=[CH:28][C:27]=2[F:33])(=O)=O)C=CC=CC=1.C([O-])([O-])=O.[Cs+].[Cs+], predict the reaction product. The product is: [F:32][C:31]1[CH:30]=[CH:29][CH:28]=[C:27]([F:33])[C:26]=1[C:11]1[NH:10][C:18]2[C:13]([CH:12]=1)=[CH:14][C:15]([C:19]1[N:20]=[C:21]([I:25])[S:22][C:23]=1[CH3:24])=[CH:16][CH:17]=2.